The task is: Predict the reactants needed to synthesize the given product.. This data is from Full USPTO retrosynthesis dataset with 1.9M reactions from patents (1976-2016). The reactants are: [C:1](Cl)(=[O:8])[C:2]1[CH:7]=[CH:6][CH:5]=[CH:4][CH:3]=1.[CH3:10][C:11]1[N:16]2[N:17]=[N:18][N:19]=[C:15]2[C:14]2[N:20]=[C:21]([CH2:28][CH2:29][CH3:30])[N:22]([CH2:23][C:24]([CH3:27])([NH2:26])[CH3:25])[C:13]=2[C:12]=1[CH3:31].C(N(CC)CC)C.ClCCl. Given the product [CH3:10][C:11]1[N:16]2[N:17]=[N:18][N:19]=[C:15]2[C:14]2[N:20]=[C:21]([CH2:28][CH2:29][CH3:30])[N:22]([CH2:23][C:24]([NH:26][C:1](=[O:8])[C:2]3[CH:7]=[CH:6][CH:5]=[CH:4][CH:3]=3)([CH3:27])[CH3:25])[C:13]=2[C:12]=1[CH3:31], predict the reactants needed to synthesize it.